Dataset: Reaction yield outcomes from USPTO patents with 853,638 reactions. Task: Predict the reaction yield, written as a fraction of the theoretical maximum amount of product (1.0 means a 100% yield; for example, 0.34 means a 34% yield). (1) The reactants are [O:1]1[CH:3]2[CH2:4][CH2:5][CH2:6][CH2:7][CH2:8][CH2:9][CH2:10][CH2:11][CH2:12][CH2:13][CH:2]12.[Cl-].[Li+].CN1C(=O)N(C)CC1. The catalyst is CN1CCCC1=O. The product is [C:2]1(=[O:1])[CH2:13][CH2:12][CH2:11][CH2:10][CH2:9][CH2:8][CH2:7][CH2:6][CH2:5][CH2:4][CH2:3]1. The yield is 0.940. (2) The product is [Cl:1][C:2]1[C:3]([CH3:22])=[N:4][CH:5]=[CH:6][C:7]=1[O:8][C@H:9]1[CH2:10][CH2:11][C@H:12]([CH:15]([CH3:21])[C:16]([OH:18])=[O:17])[CH2:13][CH2:14]1. The yield is 0.420. The reactants are [Cl:1][C:2]1[C:3]([CH3:22])=[N:4][CH:5]=[CH:6][C:7]=1[O:8][C@H:9]1[CH2:14][CH2:13][C@H:12]([CH:15]([CH3:21])[C:16]([O:18]CC)=[O:17])[CH2:11][CH2:10]1.[OH-].[Li+].CO. The catalyst is C1COCC1.O. (3) The reactants are OC[CH:3]1[CH2:8][CH2:7][CH:6]([C:9]([NH:11][CH:12]([CH3:14])[CH3:13])=[O:10])[CH2:5][CH2:4]1.[H-].[Na+].[N+:17]([C:20]1[CH:27]=[CH:26][CH:25]=[C:24]([N+]([O-])=O)[C:21]=1[C:22]#[N:23])([O-:19])=[O:18].C1C[O:34][CH2:33]C1. No catalyst specified. The product is [C:22]([C:21]1[C:20]([N+:17]([O-:19])=[O:18])=[CH:27][CH:26]=[CH:25][C:24]=1[O:34][CH2:33][C:6]1([C:9]([NH:11][CH:12]([CH3:13])[CH3:14])=[O:10])[CH2:5][CH2:4][CH2:3][CH2:8][CH2:7]1)#[N:23]. The yield is 0.710. (4) The reactants are [Br:1][C:2]1[C:7]([NH2:8])=[CH:6][CH:5]=[C:4]([S:9]([CH3:12])(=[O:11])=[O:10])[N:3]=1.[F:13][C:14]([F:25])([F:24])[C:15](O[C:15](=[O:16])[C:14]([F:25])([F:24])[F:13])=[O:16].O. The catalyst is ClCCl. The product is [Br:1][C:2]1[C:7]([NH:8][C:15](=[O:16])[C:14]([F:25])([F:24])[F:13])=[CH:6][CH:5]=[C:4]([S:9]([CH3:12])(=[O:10])=[O:11])[N:3]=1. The yield is 0.970.